From a dataset of Experimental lipophilicity measurements (octanol/water distribution) for 4,200 compounds from AstraZeneca. Regression/Classification. Given a drug SMILES string, predict its absorption, distribution, metabolism, or excretion properties. Task type varies by dataset: regression for continuous measurements (e.g., permeability, clearance, half-life) or binary classification for categorical outcomes (e.g., BBB penetration, CYP inhibition). For this dataset (lipophilicity_astrazeneca), we predict Y. (1) The drug is COc1cc2c(cc1OC)C(=O)C(CC1CCN(Cc3ccccc3)CC1)C2. The Y is 2.41 logD. (2) The drug is COc1ccccc1OCC(O)COC(N)=O. The Y is 0.360 logD. (3) The drug is CC(C)C(NC(=O)Cn1c(-c2ccccc2)ccc(N)c1=O)C(=O)C(F)(F)F. The Y is 1.74 logD. (4) The compound is O=C(N[C@H]1CN2CCC1CC2)c1ccc(-c2ccccc2)s1. The Y is 1.90 logD. (5) The Y is 4.30 logD. The molecule is CC(C)C[C@H](CO)Nc1nc(S[C@@H](C)c2ccccc2)nc2[nH]c(=O)sc12. (6) The molecule is CCN(CC)C(=O)c1ccc(C(=C2CCN(Cc3ccc(F)cc3)CC2)c2cccc3cccnc23)cc1. The Y is 3.86 logD. (7) The molecule is CN(C)CCCOc1ccc(-c2cc(C(N)=O)c(NC(N)=O)s2)cc1. The Y is 0.640 logD.